This data is from Forward reaction prediction with 1.9M reactions from USPTO patents (1976-2016). The task is: Predict the product of the given reaction. (1) Given the reactants [OH:1][C:2]1[C:7]2[CH:8]=[CH:9][CH:10]=[CH:11][C:6]=2[S:5](=[O:13])(=[O:12])[N:4]([CH3:14])[C:3]=1[C:15]([O:17]C)=O.[CH2:19]([N:21]([CH2:26][CH3:27])[CH2:22][CH2:23][CH2:24][NH2:25])[CH3:20], predict the reaction product. The product is: [CH2:19]([N:21]([CH2:26][CH3:27])[CH2:22][CH2:23][CH2:24][NH:25][C:15]([C:3]1[N:4]([CH3:14])[S:5](=[O:12])(=[O:13])[C:6]2[CH:11]=[CH:10][CH:9]=[CH:8][C:7]=2[C:2]=1[OH:1])=[O:17])[CH3:20]. (2) Given the reactants Br[C:2]1[CH:7]=[CH:6][CH:5]=[CH:4][C:3]=1[CH2:8][C:9]([OH:11])=[O:10].[CH3:12][S:13][C:14]1[CH:20]=[CH:19][C:17]([NH2:18])=[CH:16][CH:15]=1, predict the reaction product. The product is: [CH3:12][S:13][C:14]1[CH:20]=[CH:19][C:17]([NH:18][C:2]2[CH:7]=[CH:6][CH:5]=[CH:4][C:3]=2[CH2:8][C:9]([OH:11])=[O:10])=[CH:16][CH:15]=1.